From a dataset of Full USPTO retrosynthesis dataset with 1.9M reactions from patents (1976-2016). Predict the reactants needed to synthesize the given product. (1) The reactants are: Br[C:2]1[C:3]([OH:13])=[C:4]([C:8]([CH3:12])=[C:9]([Cl:11])[CH:10]=1)[C:5]([OH:7])=[O:6].C(C1C(O)=C(C(C)=C(Cl)C=1)C(O)=O)(C)(C)C.S(=O)(=O)(O)O. Given the product [Cl:11][C:9]1[C:8]([CH3:12])=[C:4]([C:3]([OH:13])=[CH:2][CH:10]=1)[C:5]([OH:7])=[O:6], predict the reactants needed to synthesize it. (2) The reactants are: C(Cl)(=O)C(Cl)=O.[Br:7][C:8]1[C:9]([Cl:17])=[N:10][CH:11]=[C:12]([CH:16]=1)[C:13]([OH:15])=O.CN(C=O)C.CCN(C(C)C)C(C)C.[F:32][C:33]([F:43])([O:35][C:36]1[CH:42]=[CH:41][C:39]([NH2:40])=[CH:38][CH:37]=1)[CH3:34]. Given the product [Br:7][C:8]1[C:9]([Cl:17])=[N:10][CH:11]=[C:12]([CH:16]=1)[C:13]([NH:40][C:39]1[CH:41]=[CH:42][C:36]([O:35][C:33]([F:32])([F:43])[CH3:34])=[CH:37][CH:38]=1)=[O:15], predict the reactants needed to synthesize it. (3) Given the product [CH2:1]([O:8][C:9]1[C:14]([C:15](=[N:35][NH:34][C:33]([O:37][CH2:38][CH3:39])=[O:36])[CH3:16])=[C:13]([OH:18])[C:12]([O:19][C:20]2[C:28]([CH3:29])=[CH:27][C:26]([N+:30]([O-:32])=[O:31])=[C:25]3[C:21]=2[CH2:22][CH2:23][CH2:24]3)=[CH:11][CH:10]=1)[C:2]1[CH:3]=[CH:4][CH:5]=[CH:6][CH:7]=1, predict the reactants needed to synthesize it. The reactants are: [CH2:1]([O:8][C:9]1[C:14]([C:15](=O)[CH3:16])=[C:13]([OH:18])[C:12]([O:19][C:20]2[C:28]([CH3:29])=[CH:27][C:26]([N+:30]([O-:32])=[O:31])=[C:25]3[C:21]=2[CH2:22][CH2:23][CH2:24]3)=[CH:11][CH:10]=1)[C:2]1[CH:7]=[CH:6][CH:5]=[CH:4][CH:3]=1.[C:33]([O:37][CH2:38][CH3:39])(=[O:36])[NH:34][NH2:35].CCCCCC. (4) Given the product [F:1][C:2]1[CH:3]=[C:4]([CH:14]([NH:16][C:17]([C:19]2[N:20]=[C:21]([C:31]3[CH:30]=[CH:29][CH:28]=[C:27]([O:26][CH3:25])[CH:32]=3)[O:22][CH:23]=2)=[O:18])[CH3:15])[CH:5]=[C:6]([F:13])[C:7]=1[NH:8][S:9]([CH3:12])(=[O:11])=[O:10], predict the reactants needed to synthesize it. The reactants are: [F:1][C:2]1[CH:3]=[C:4]([CH:14]([NH:16][C:17]([C:19]2[N:20]=[C:21](Cl)[O:22][CH:23]=2)=[O:18])[CH3:15])[CH:5]=[C:6]([F:13])[C:7]=1[NH:8][S:9]([CH3:12])(=[O:11])=[O:10].[CH3:25][O:26][C:27]1[CH:28]=[C:29](B(O)O)[CH:30]=[CH:31][CH:32]=1.